Dataset: Full USPTO retrosynthesis dataset with 1.9M reactions from patents (1976-2016). Task: Predict the reactants needed to synthesize the given product. (1) The reactants are: C1C=CC2N(O)N=[N:7][C:5]=2C=1.CCN=C=NCCCN(C)C.[C:22]([C:24]1[CH:29]=[CH:28][C:27]([N:30]2[C@@H:35]([CH3:36])[CH2:34][N:33]([C:37]([NH:39][C:40]3[CH:45]=[CH:44][N:43]=[C:42]([C:46]([OH:48])=O)[CH:41]=3)=[O:38])[C@H:32]([CH3:49])[CH2:31]2)=[CH:26][C:25]=1[C:50]([F:53])([F:52])[F:51])#[N:23].CN. Given the product [C:22]([C:24]1[CH:29]=[CH:28][C:27]([N:30]2[C@@H:35]([CH3:36])[CH2:34][N:33]([C:37]([NH:39][C:40]3[CH:45]=[CH:44][N:43]=[C:42]([C:46](=[O:48])[NH:7][CH3:5])[CH:41]=3)=[O:38])[C@H:32]([CH3:49])[CH2:31]2)=[CH:26][C:25]=1[C:50]([F:52])([F:51])[F:53])#[N:23], predict the reactants needed to synthesize it. (2) Given the product [S:1]1[CH:5]=[CH:4][C:3]([C:6]2[CH:11]=[CH:10][C:9]([CH2:12][CH2:13][O:14][C:40]3[CH:39]=[CH:59][C:43]([NH:44][C:26]([C@:23]([NH:22][C:15](=[O:16])[O:17][C:18]([CH3:19])([CH3:20])[CH3:21])([CH3:29])[CH2:24][OH:25])=[O:28])=[CH:42][CH:41]=3)=[CH:8][CH:7]=2)=[CH:2]1, predict the reactants needed to synthesize it. The reactants are: [S:1]1[CH:5]=[CH:4][C:3]([C:6]2[CH:11]=[CH:10][C:9]([CH2:12][CH2:13][OH:14])=[CH:8][CH:7]=2)=[CH:2]1.[C:15]([NH:22][C@:23]([CH3:29])([C:26]([OH:28])=O)[CH2:24][OH:25])([O:17][C:18]([CH3:21])([CH3:20])[CH3:19])=[O:16].CN(C(ON1N=N[C:40]2[CH:41]=[CH:42][CH:43]=[N:44][C:39]1=2)=[N+](C)C)C.F[P-](F)(F)(F)(F)F.P([O-])([O-])([O-])=O.[C:59](=O)([O-])N. (3) Given the product [P:44]([O:25][C:22]([C:19]1[N:18]=[CH:17][C:16]([C:14]2[C:13]([F:26])=[C:12]([C@H:27]3[CH2:31][CH2:30][CH2:29][O:28]3)[C:10]3[NH:11][C:7]([NH:6][C:4]([NH:3][CH2:1][CH3:2])=[O:5])=[N:8][C:9]=3[CH:15]=2)=[CH:21][N:20]=1)([CH3:24])[CH3:23])([O:45][CH2:46][C:47]1[CH:48]=[CH:49][CH:50]=[CH:51][CH:52]=1)([O:53][CH2:54][C:55]1[CH:56]=[CH:57][CH:58]=[CH:59][CH:60]=1)=[O:69], predict the reactants needed to synthesize it. The reactants are: [CH2:1]([NH:3][C:4]([NH:6][C:7]1[NH:11][C:10]2[C:12]([C@H:27]3[CH2:31][CH2:30][CH2:29][O:28]3)=[C:13]([F:26])[C:14]([C:16]3[CH:17]=[N:18][C:19]([C:22]([OH:25])([CH3:24])[CH3:23])=[N:20][CH:21]=3)=[CH:15][C:9]=2[N:8]=1)=[O:5])[CH3:2].N1C=NN=N1.CC(N([P:44]([O:53][CH2:54][C:55]1[CH:60]=[CH:59][CH:58]=[CH:57][CH:56]=1)[O:45][CH2:46][C:47]1[CH:52]=[CH:51][CH:50]=[CH:49][CH:48]=1)C(C)C)C.C1C=C(Cl)C=C(C(OO)=[O:69])C=1. (4) Given the product [NH2:1][C:2]1[C:7]([C:8]#[N:9])=[C:6]([O:10][CH2:11][CH3:12])[N:5]=[C:4]([C:13]([NH:41][CH2:38][C:31]2[NH:32][CH:34]=[C:37]([CH3:47])[N:35]=2)=[O:15])[CH:3]=1, predict the reactants needed to synthesize it. The reactants are: [NH2:1][C:2]1[C:7]([C:8]#[N:9])=[C:6]([O:10][CH2:11][CH3:12])[N:5]=[C:4]([C:13]([OH:15])=O)[CH:3]=1.F[B-](F)(F)F.N1(O[C:31]([N:35]([CH3:37])C)=[N+:32]([CH3:34])C)C2C=CC=CC=2N=N1.[CH:38]([N:41](C(C)C)CC)(C)C.[CH3:47]N(C)C(=O)C. (5) The reactants are: C(=O)([O-])[O-].[K+].[K+].Br[CH2:8][C:9]([O:11][C:12]([CH3:15])([CH3:14])[CH3:13])=[O:10].CN(C)C=O.[OH:21][C:22]1[CH:27]=[CH:26][C:25]([CH2:28][C:29]([O:31][CH2:32][C:33]2[CH:38]=[CH:37][CH:36]=[CH:35][CH:34]=2)=[O:30])=[CH:24][CH:23]=1. Given the product [CH2:32]([O:31][C:29](=[O:30])[CH2:28][C:25]1[CH:24]=[CH:23][C:22]([O:21][CH2:8][C:9]([O:11][C:12]([CH3:15])([CH3:14])[CH3:13])=[O:10])=[CH:27][CH:26]=1)[C:33]1[CH:34]=[CH:35][CH:36]=[CH:37][CH:38]=1, predict the reactants needed to synthesize it. (6) Given the product [Cl:8][C:9]1[CH:14]=[CH:13][CH:12]=[C:11]([Cl:15])[C:10]=1[CH:16]([O:19][Si:20]([CH2:21][CH3:22])([CH2:25][CH3:26])[CH2:23][CH3:24])[CH2:17][NH:18][CH2:6][C:2]1([CH3:1])[CH2:3][CH2:4][CH2:5]1, predict the reactants needed to synthesize it. The reactants are: [CH3:1][C:2]1([CH:6]=O)[CH2:5][CH2:4][CH2:3]1.[Cl:8][C:9]1[CH:14]=[CH:13][CH:12]=[C:11]([Cl:15])[C:10]=1[CH:16]([O:19][Si:20]([CH2:25][CH3:26])([CH2:23][CH3:24])[CH2:21][CH3:22])[CH2:17][NH2:18].[BH-](OC(C)=O)(OC(C)=O)OC(C)=O.[Na+].